From a dataset of Forward reaction prediction with 1.9M reactions from USPTO patents (1976-2016). Predict the product of the given reaction. (1) Given the reactants CC(C)([O-])C.[Na+].Cl.[NH2:8][CH2:9][CH2:10][SH:11].Cl[C:13]1[N:14]=[N:15][C:16]([C:19]2[CH:24]=[CH:23][CH:22]=[CH:21][CH:20]=2)=[CH:17][CH:18]=1.C(OCC)(=O)C, predict the reaction product. The product is: [C:19]1([C:16]2[N:15]=[N:14][C:13]([S:11][CH2:10][CH2:9][NH2:8])=[CH:18][CH:17]=2)[CH:20]=[CH:21][CH:22]=[CH:23][CH:24]=1. (2) Given the reactants [CH3:1][O:2][C:3]1[CH:8]=[CH:7][C:6]([O:9][CH2:10][CH2:11][NH:12][C:13]2[CH:20]=[CH:19][C:16]([C:17]#[N:18])=[C:15]([C:21]([F:24])([F:23])[F:22])[CH:14]=2)=[CH:5][CH:4]=1.[C:25]([OH:31])([C:27](F)(F)F)=[O:26], predict the reaction product. The product is: [C:17]([C:16]1[CH:19]=[CH:20][C:13]([N:12]([CH2:11][CH2:10][O:9][C:6]2[CH:7]=[CH:8][C:3]([O:2][CH3:1])=[CH:4][CH:5]=2)[CH2:27][C:25]([O:31][C:15]([CH3:21])([CH3:16])[CH3:14])=[O:26])=[CH:14][C:15]=1[C:21]([F:22])([F:23])[F:24])#[N:18]. (3) Given the reactants [ClH:1].C1(C(=[N:15][N:16]2[CH:20]([CH3:21])[CH2:19][CH2:18][C:17]2=[O:22])C2C=CC=CC=2)C=CC=CC=1.C(OCC)(=O)C, predict the reaction product. The product is: [Cl-:1].[CH3:21][CH:20]1[CH2:19][CH2:18][C:17](=[O:22])[N:16]1[NH3+:15]. (4) The product is: [CH3:18][C:17]1[C:12]([C:6]2[N:7]=[C:8]3[C:3]([C:2]([NH:19][C:20]4[CH:25]=[N:24][C:23]([C:26]([F:29])([F:27])[F:28])=[CH:22][N:21]=4)=[CH:11][CH:10]=[N:9]3)=[CH:4][CH:5]=2)=[N:13][CH:14]=[CH:15][CH:16]=1. Given the reactants Cl[C:2]1[CH:11]=[CH:10][N:9]=[C:8]2[C:3]=1[CH:4]=[CH:5][C:6]([C:12]1[C:17]([CH3:18])=[CH:16][CH:15]=[CH:14][N:13]=1)=[N:7]2.[NH2:19][C:20]1[CH:25]=[N:24][C:23]([C:26]([F:29])([F:28])[F:27])=[CH:22][N:21]=1.CC1(C)C2C(=C(P(C3C=CC=CC=3)C3C=CC=CC=3)C=CC=2)OC2C(P(C3C=CC=CC=3)C3C=CC=CC=3)=CC=CC1=2.C([O-])([O-])=O.[Cs+].[Cs+], predict the reaction product. (5) Given the reactants Br[C:2]1[S:3][C:4]([Br:7])=[CH:5][N:6]=1.[N:8]1([C:14]([O:16][C:17]([CH3:20])([CH3:19])[CH3:18])=[O:15])[CH2:13][CH2:12][NH:11][CH2:10][CH2:9]1, predict the reaction product. The product is: [C:17]([O:16][C:14]([N:8]1[CH2:13][CH2:12][N:11]([C:2]2[S:3][C:4]([Br:7])=[CH:5][N:6]=2)[CH2:10][CH2:9]1)=[O:15])([CH3:20])([CH3:18])[CH3:19]. (6) Given the reactants [CH3:1][C:2]1[C:6]([CH:7]([OH:21])[C:8]2[O:9][C:10]3[CH:16]=[CH:15][C:14]([CH2:17]C(O)=O)=[CH:13][C:11]=3[CH:12]=2)=[C:5]([CH3:22])[O:4][N:3]=1.CC[N:25]([CH2:28]C)CC.P(N=[N+]=[N-])(=O)(OC1C=CC=CC=1)[O:31]C1C=CC=CC=1.CCOC(C)=O.[C:55]([OH:59])([CH3:58])([CH3:57])[CH3:56], predict the reaction product. The product is: [C:55]([O:59][C:28](=[O:31])[NH:25][CH2:17][C:14]1[CH:15]=[CH:16][C:10]2[O:9][C:8]([CH:7]([C:6]3[C:2]([CH3:1])=[N:3][O:4][C:5]=3[CH3:22])[OH:21])=[CH:12][C:11]=2[CH:13]=1)([CH3:58])([CH3:57])[CH3:56]. (7) Given the reactants [F:1][C:2]([F:18])([F:17])[C:3]1[O:7][N:6]=[C:5]([C:8]2[S:12][C:11]([C:13]([OH:15])=O)=[CH:10][CH:9]=2)[C:4]=1[CH3:16].Cl.[OH:20][CH:21]1[CH2:26][CH2:25][CH2:24][NH:23][CH2:22]1, predict the reaction product. The product is: [OH:20][CH:21]1[CH2:26][CH2:25][CH2:24][N:23]([C:13]([C:11]2[S:12][C:8]([C:5]3[C:4]([CH3:16])=[C:3]([C:2]([F:1])([F:18])[F:17])[O:7][N:6]=3)=[CH:9][CH:10]=2)=[O:15])[CH2:22]1.